This data is from Reaction yield outcomes from USPTO patents with 853,638 reactions. The task is: Predict the reaction yield, written as a fraction of the theoretical maximum amount of product (1.0 means a 100% yield; for example, 0.34 means a 34% yield). (1) The reactants are [Cl:1][C:2]1[CH:3]=[CH:4][C:5]([CH2:8][O:9][C:10]2[CH:15]=[CH:14][N:13]([C:16]3[CH:17]=[N:18][C:19](N)=[CH:20][CH:21]=3)[C:12](=[O:23])[CH:11]=2)=[N:6][CH:7]=1.[IH:24].[NH4+].[OH-].O. The catalyst is ICI. The product is [Cl:1][C:2]1[CH:3]=[CH:4][C:5]([CH2:8][O:9][C:10]2[CH:15]=[CH:14][N:13]([C:16]3[CH:17]=[N:18][C:19]([I:24])=[CH:20][CH:21]=3)[C:12](=[O:23])[CH:11]=2)=[N:6][CH:7]=1. The yield is 0.450. (2) The reactants are [Cl-].O[NH3+:3].[C:4](=[O:7])([O-])[OH:5].[Na+].CS(C)=O.[CH3:13][C:14]1([CH3:50])[CH2:18][C:17]2[CH:19]=[C:20]([N:23]3[C:28](=[O:29])[C:27]([CH2:30][C:31]4[CH:36]=[CH:35][C:34]([C:37]5[C:38]([C:43]#[N:44])=[CH:39][CH:40]=[CH:41][CH:42]=5)=[CH:33][CH:32]=4)=[C:26]([CH2:45][CH2:46][CH3:47])[N:25]=[C:24]3[O:48][CH3:49])[CH:21]=[CH:22][C:16]=2[O:15]1. The catalyst is O. The product is [CH3:50][C:14]1([CH3:13])[CH2:18][C:17]2[CH:19]=[C:20]([N:23]3[C:28](=[O:29])[C:27]([CH2:30][C:31]4[CH:36]=[CH:35][C:34]([C:37]5[CH:42]=[CH:41][CH:40]=[CH:39][C:38]=5[C:43]5[NH:3][C:4](=[O:7])[O:5][N:44]=5)=[CH:33][CH:32]=4)=[C:26]([CH2:45][CH2:46][CH3:47])[N:25]=[C:24]3[O:48][CH3:49])[CH:21]=[CH:22][C:16]=2[O:15]1. The yield is 0.660. (3) The reactants are [C:1]([C:3]1[CH:8]=[CH:7][CH:6]=[CH:5][C:4]=1[N:9]1[C:14](=[O:15])[CH:13]([C:16]2[CH:21]=[CH:20][CH:19]=[CH:18][CH:17]=2)[CH:12]2[CH2:22][O:23][C:24]3[CH:29]=[CH:28][CH:27]=[CH:26][C:25]=3[C:11]2=[N:10]1)#[N:2].BrBr. The catalyst is C(O)(=O)C.C(OCC)C. The product is [C:1]([C:3]1[CH:8]=[CH:7][CH:6]=[CH:5][C:4]=1[N:9]1[C:14](=[O:15])[C:13]([C:16]2[CH:21]=[CH:20][CH:19]=[CH:18][CH:17]=2)=[C:12]2[CH2:22][O:23][C:24]3[CH:29]=[CH:28][CH:27]=[CH:26][C:25]=3[C:11]2=[N:10]1)#[N:2]. The yield is 0.150. (4) The reactants are [NH:1]1[CH:5]=[C:4]([C@H:6]2[CH2:11][CH2:10][CH2:9][CH2:8][C@@H:7]2[OH:12])[CH:3]=[N:2]1.[CH3:13][O:14][CH2:15]Cl. The catalyst is CN(C=O)C. The product is [CH3:13][O:14][CH2:15][N:1]1[CH:5]=[C:4]([C@H:6]2[CH2:11][CH2:10][CH2:9][CH2:8][C@@H:7]2[OH:12])[CH:3]=[N:2]1. The yield is 0.730. (5) The reactants are Br[CH2:2][CH2:3][CH2:4][CH2:5][CH2:6][C:7]([NH:9][C:10]1[C:11]([S:21][CH:22]([CH3:24])[CH3:23])=[N:12][C:13]([CH3:20])=[CH:14][C:15]=1[S:16][CH:17]([CH3:19])[CH3:18])=[O:8].[SH:25][C:26]1[O:27][C:28]2[CH:34]=[CH:33][CH:32]=[CH:31][C:29]=2[N:30]=1.C(=O)([O-])[O-].[K+].[K+].C1OCCOCCOCCOCCOCCOC1. The catalyst is CN(C=O)C. The product is [O:27]1[C:28]2[CH:34]=[CH:33][CH:32]=[CH:31][C:29]=2[N:30]=[C:26]1[S:25][CH2:2][CH2:3][CH2:4][CH2:5][CH2:6][C:7]([NH:9][C:10]1[C:11]([S:21][CH:22]([CH3:24])[CH3:23])=[N:12][C:13]([CH3:20])=[CH:14][C:15]=1[S:16][CH:17]([CH3:19])[CH3:18])=[O:8]. The yield is 0.790. (6) The reactants are [CH:1]1([N:7]2[C:12](=[O:13])[CH2:11][C:10](=[O:14])[N:9]([CH:15]3[CH2:20][CH2:19][CH2:18][CH2:17][CH2:16]3)[C:8]2=[O:21])[CH2:6][CH2:5][CH2:4][CH2:3][CH2:2]1.C(N(C(C)C)CC)(C)C.[N:31]([CH2:34][C:35]([O:37][CH2:38][CH3:39])=[O:36])=[C:32]=[O:33].Cl. The catalyst is ClCCl. The product is [CH:1]1([N:7]2[C:12]([OH:13])=[C:11]([C:32]([NH:31][CH2:34][C:35]([O:37][CH2:38][CH3:39])=[O:36])=[O:33])[C:10](=[O:14])[N:9]([CH:15]3[CH2:16][CH2:17][CH2:18][CH2:19][CH2:20]3)[C:8]2=[O:21])[CH2:2][CH2:3][CH2:4][CH2:5][CH2:6]1. The yield is 0.920.